Dataset: Reaction yield outcomes from USPTO patents with 853,638 reactions. Task: Predict the reaction yield, written as a fraction of the theoretical maximum amount of product (1.0 means a 100% yield; for example, 0.34 means a 34% yield). (1) The reactants are [Cl:1][C:2]1[CH:7]=[CH:6][C:5]([C:8]2[N:12](COCC[Si](C)(C)C)[N:11]=[CH:10][C:9]=2[C:21]2[CH:26]=[CH:25][N:24]=[CH:23][CH:22]=2)=[CH:4][CH:3]=1.BrC1C(C2C=CN=CC=2)=C(C2C=CC(F)=CC=2)NN=1.[CH2:46]1[C@@H:54]2[N:49]([CH2:50][CH2:51][C:52](=O)[CH2:53]2)[CH2:48][CH2:47]1. No catalyst specified. The product is [Cl:1][C:2]1[CH:3]=[CH:4][C:5]([C:8]2[NH:12][N:11]=[C:10]([C:52]3[CH2:53][C@H:54]4[N:49]([CH2:48][CH2:47][CH2:46]4)[CH2:50][CH:51]=3)[C:9]=2[C:21]2[CH:26]=[CH:25][N:24]=[CH:23][CH:22]=2)=[CH:6][CH:7]=1. The yield is 0.0400. (2) The reactants are IC.[OH:3][C:4]1[C:13]([CH:14]=[O:15])=[CH:12][CH:11]=[C:10]2[C:5]=1[CH:6]=[CH:7][C:8]([CH3:17])([CH3:16])[O:9]2.[C:18](=O)([O-])[O-].[K+].[K+]. The product is [CH3:18][O:3][C:4]1[C:13]([CH:14]=[O:15])=[CH:12][CH:11]=[C:10]2[C:5]=1[CH:6]=[CH:7][C:8]([CH3:17])([CH3:16])[O:9]2. The catalyst is CC(C)=O. The yield is 0.910. (3) The reactants are [H-].[Na+].[CH:3]([OH:6])([CH3:5])[CH3:4].Cl[C:8]1[C:13]([Cl:14])=[CH:12][CH:11]=[CH:10][N:9]=1. The catalyst is C1COCC1. The product is [Cl:14][C:13]1[C:8]([O:6][CH:3]([CH3:5])[CH3:4])=[N:9][CH:10]=[CH:11][CH:12]=1. The yield is 0.890. (4) The reactants are [O:1]1[CH:6]=[CH:5][CH2:4][CH2:3][CH2:2]1.[OH:7][C@@H:8]1[CH2:16][C@@H:11]2[O:12][C:13](=[O:15])[CH2:14][C@@H:10]2[C@H:9]1[CH2:17][CH2:18][CH2:19][CH2:20][CH2:21][CH2:22][CH2:23][CH3:24]. The catalyst is ClCCl. The product is [CH2:17]([C@@H:9]1[C@@H:10]2[C@@H:11]([O:12][C:13](=[O:15])[CH2:14]2)[CH2:16][C@H:8]1[O:7][CH:6]1[CH2:5][CH2:4][CH2:3][CH2:2][O:1]1)[CH2:18][CH2:19][CH2:20][CH2:21][CH2:22][CH2:23][CH3:24]. The yield is 0.930. (5) The reactants are C[O:2][C:3](=[O:31])[C:4]1[CH:9]=[CH:8][C:7]([CH2:10][O:11]/[N:12]=[CH:13]/[C:14]2[C:22]3[C:17](=[CH:18][CH:19]=[CH:20][CH:21]=3)[N:16]([CH2:23][C:24]3[CH:29]=[CH:28][CH:27]=[CH:26][CH:25]=3)[CH:15]=2)=[CH:6][C:5]=1[Br:30].[OH-].[Na+]. No catalyst specified. The product is [CH2:23]([N:16]1[C:17]2[C:22](=[CH:21][CH:20]=[CH:19][CH:18]=2)[C:14](/[CH:13]=[N:12]/[O:11][CH2:10][C:7]2[CH:8]=[CH:9][C:4]([C:3]([OH:31])=[O:2])=[C:5]([Br:30])[CH:6]=2)=[CH:15]1)[C:24]1[CH:25]=[CH:26][CH:27]=[CH:28][CH:29]=1. The yield is 0.750. (6) The reactants are [CH2:1]([N:8]([CH2:20][C:21]1[CH:26]=[CH:25][CH:24]=[CH:23][CH:22]=1)[CH:9]1[CH2:13][CH:12]([C:14]([O:16]CC)=[O:15])[CH:11]([CH3:19])[CH2:10]1)[C:2]1[CH:7]=[CH:6][CH:5]=[CH:4][CH:3]=1. The catalyst is Cl.O1CCOCC1. The product is [CH2:20]([N:8]([CH2:1][C:2]1[CH:7]=[CH:6][CH:5]=[CH:4][CH:3]=1)[CH:9]1[CH2:13][CH:12]([C:14]([OH:16])=[O:15])[CH:11]([CH3:19])[CH2:10]1)[C:21]1[CH:22]=[CH:23][CH:24]=[CH:25][CH:26]=1. The yield is 0.980. (7) The reactants are [F:1][C:2]1[CH:7]=[C:6]([S:8]([CH3:11])(=[O:10])=[O:9])[CH:5]=[CH:4][C:3]=1[NH:12][C@H:13]1[CH2:17][CH2:16][N:15]([CH:18]2[CH2:23][CH2:22][N:21]([C:24]#[N:25])[CH2:20][CH2:19]2)[C:14]1=[O:26].[NH2:27][OH:28]. The catalyst is CCO. The product is [F:1][C:2]1[CH:7]=[C:6]([S:8]([CH3:11])(=[O:10])=[O:9])[CH:5]=[CH:4][C:3]=1[NH:12][C@H:13]1[CH2:17][CH2:16][N:15]([CH:18]2[CH2:23][CH2:22][N:21]([C:24](=[NH:25])[NH:27][OH:28])[CH2:20][CH2:19]2)[C:14]1=[O:26]. The yield is 0.980. (8) The reactants are [N+:1]([C:4]1[CH:13]=[CH:12][C:7]2[NH:8][CH2:9][CH2:10][O:11][C:6]=2[CH:5]=1)([O-:3])=[O:2].[H-].[Na+].Cl[CH2:17][C:18]1[CH:28]=[CH:27][CH:26]=[CH:25][C:19]=1[C:20]([O:22][CH2:23][CH3:24])=[O:21]. The catalyst is CN(C=O)C. The product is [N+:1]([C:4]1[CH:13]=[CH:12][C:7]2[N:8]([CH2:17][C:18]3[CH:28]=[CH:27][CH:26]=[CH:25][C:19]=3[C:20]([O:22][CH2:23][CH3:24])=[O:21])[CH2:9][CH2:10][O:11][C:6]=2[CH:5]=1)([O-:3])=[O:2]. The yield is 0.720. (9) The reactants are [NH2:1][C@H:2]([CH2:5][CH:6]([CH3:8])[CH3:7])[CH2:3][OH:4].[F:9][C:10]([F:17])([F:16])[C:11](OCC)=[O:12]. The catalyst is O. The product is [F:9][C:10]([F:17])([F:16])[C:11]([NH:1][C@H:2]([CH2:5][CH:6]([CH3:8])[CH3:7])[CH2:3][OH:4])=[O:12]. The yield is 0.810.